The task is: Regression. Given a peptide amino acid sequence and an MHC pseudo amino acid sequence, predict their binding affinity value. This is MHC class II binding data.. This data is from Peptide-MHC class II binding affinity with 134,281 pairs from IEDB. The peptide sequence is GELQIVDKIDHAFKI. The MHC is DRB1_0401 with pseudo-sequence DRB1_0401. The binding affinity (normalized) is 0.492.